This data is from Catalyst prediction with 721,799 reactions and 888 catalyst types from USPTO. The task is: Predict which catalyst facilitates the given reaction. Reactant: [CH3:1][O:2][C:3]1[CH:8]=[CH:7][C:6]([S:9](=[O:16])(=[O:15])[NH:10][C:11]([CH3:14])([CH3:13])[CH3:12])=[CH:5][C:4]=1B(O)O.Br[C:21]1[CH:22]=[C:23]([C:31]([CH3:36])([CH3:35])[C:32]([O-:34])=[O:33])[CH:24]=[C:25]([CH:29]=[O:30])[C:26]=1[O:27][CH3:28].[C:37]1(C)C=CC=CC=1.C(=O)([O-])[O-].[K+].[K+]. Product: [C:11]([NH:10][S:9]([C:6]1[CH:7]=[CH:8][C:3]([O:2][CH3:1])=[C:4]([C:21]2[C:26]([O:27][CH3:28])=[C:25]([CH:29]=[O:30])[CH:24]=[C:23]([C:31]([CH3:36])([CH3:35])[C:32]([O:34][CH3:37])=[O:33])[CH:22]=2)[CH:5]=1)(=[O:16])=[O:15])([CH3:14])([CH3:13])[CH3:12]. The catalyst class is: 694.